Dataset: Full USPTO retrosynthesis dataset with 1.9M reactions from patents (1976-2016). Task: Predict the reactants needed to synthesize the given product. (1) Given the product [NH2:18][C:12]1[CH:13]=[C:14]([F:17])[CH:15]=[CH:16][C:11]=1[C:9]([NH:8][C@H:7]([C:21]([O:23][CH3:24])=[O:22])[C@@H:6]([CH3:25])[O:5][C:2]([CH3:3])([CH3:4])[CH3:1])=[O:10], predict the reactants needed to synthesize it. The reactants are: [CH3:1][C:2]([O:5][C@H:6]([CH3:25])[C@@H:7]([C:21]([O:23][CH3:24])=[O:22])[NH:8][C:9]([C:11]1[CH:16]=[CH:15][C:14]([F:17])=[CH:13][C:12]=1[N+:18]([O-])=O)=[O:10])([CH3:4])[CH3:3]. (2) The reactants are: [Br:1][C:2]1[CH:3]=[C:4]([C:8]([C:16]2[C:17]([C:22]#[N:23])=[N:18][CH:19]=[CH:20][CH:21]=2)=[N:9]S(C(C)(C)C)=O)[CH:5]=[CH:6][CH:7]=1.Br[C:25]1[CH:30]=[CH:29][C:28]([O:31][CH:32]([F:34])[F:33])=[C:27]([CH:35]2[CH2:37][CH2:36]2)[CH:26]=1. Given the product [Br:1][C:2]1[CH:3]=[C:4]([C:8]2([C:25]3[CH:30]=[CH:29][C:28]([O:31][CH:32]([F:33])[F:34])=[C:27]([CH:35]4[CH2:36][CH2:37]4)[CH:26]=3)[C:16]3[C:17](=[N:18][CH:19]=[CH:20][CH:21]=3)[C:22]([NH2:23])=[N:9]2)[CH:5]=[CH:6][CH:7]=1, predict the reactants needed to synthesize it. (3) Given the product [CH2:31]([NH:68][C:69](=[O:70])[O:51][CH2:39][CH3:40])[CH2:32][CH2:33][CH2:34][CH2:35][CH3:36], predict the reactants needed to synthesize it. The reactants are: CN(CCCN1CN(CCCN(C)C)CN(CCCN(C)C)C1)C.[C:39]([O-])(=[O:51])[CH2:40]CCCC[CH2:31][CH2:32][CH2:33][CH2:34][CH2:35][CH3:36].[C:39]([O-])(=[O:51])[CH2:40][CH2:31][CH2:32][CH2:33][CH2:34][CH2:35][CH2:36]CCCC.C([Sn+2]CCCC)CCC.C([N:68]=[C:69]=[O:70])CCCCC.[N-]=C=O. (4) Given the product [C:19]([C:13]1[C:12]([O:22][CH3:23])=[C:11]([CH:9]2[O:24][C:6](=[O:5])[NH:7][CH2:8]2)[C:16]([CH3:17])=[C:15]([Cl:18])[CH:14]=1)(=[O:21])[CH3:20], predict the reactants needed to synthesize it. The reactants are: C([O:5][C:6](=[O:24])[NH:7][CH2:8][CH:9]([C:11]1[C:16]([CH3:17])=[C:15]([Cl:18])[CH:14]=[C:13]([C:19](=[O:21])[CH3:20])[C:12]=1[O:22][CH3:23])O)(C)(C)C.C(N(CC)C(C)C)(C)C.C1N=CN(C(N2C=NC=C2)=O)C=1. (5) Given the product [Cl:1][C:2]1[CH:7]=[CH:6][C:5]([CH2:8][C:9]([O:11][CH2:13][CH3:14])=[O:10])=[CH:4][C:3]=1[OH:12], predict the reactants needed to synthesize it. The reactants are: [Cl:1][C:2]1[CH:7]=[CH:6][C:5]([CH2:8][C:9]([OH:11])=[O:10])=[CH:4][C:3]=1[OH:12].[C:13](Cl)(=O)[CH3:14].